Dataset: Forward reaction prediction with 1.9M reactions from USPTO patents (1976-2016). Task: Predict the product of the given reaction. Given the reactants CN(C(ON1N=NC2C=CC=NC1=2)=[N+](C)C)C.F[P-](F)(F)(F)(F)F.[F:25][C:26]1[CH:31]=[CH:30][C:29]([CH:32]2[CH2:36][CH2:35][N:34]([C:37]([C:39]3[N:40]=[C:41]4[C:46]([C:47]([F:50])([F:49])[F:48])=[CH:45][C:44]([C:51]5[CH:55]=[CH:54][O:53][CH:52]=5)=[CH:43][N:42]4[C:56]=3[CH2:57][C:58]([OH:60])=O)=[O:38])[CH2:33]2)=[CH:28][CH:27]=1.[CH2:61]([NH2:68])[C:62]1[CH:67]=[CH:66][CH:65]=[CH:64][CH:63]=1, predict the reaction product. The product is: [CH2:61]([NH:68][C:58](=[O:60])[CH2:57][C:56]1[N:42]2[CH:43]=[C:44]([C:51]3[CH:55]=[CH:54][O:53][CH:52]=3)[CH:45]=[C:46]([C:47]([F:50])([F:49])[F:48])[C:41]2=[N:40][C:39]=1[C:37]([N:34]1[CH2:35][CH2:36][CH:32]([C:29]2[CH:30]=[CH:31][C:26]([F:25])=[CH:27][CH:28]=2)[CH2:33]1)=[O:38])[C:62]1[CH:67]=[CH:66][CH:65]=[CH:64][CH:63]=1.